Dataset: Forward reaction prediction with 1.9M reactions from USPTO patents (1976-2016). Task: Predict the product of the given reaction. (1) Given the reactants [N:1]1[CH:6]=[CH:5][CH:4]=[CH:3][C:2]=1[CH2:7][NH:8][C:9](=[O:15])[O:10][C:11]([CH3:14])([CH3:13])[CH3:12].ClC1C=CC=C(C(OO)=[O:24])C=1, predict the reaction product. The product is: [N:1]1[CH:6]=[CH:5][CH:4]=[CH:3][C:2]=1[CH2:7][NH+:8]([O-:24])[C:9](=[O:15])[O:10][C:11]([CH3:12])([CH3:14])[CH3:13]. (2) Given the reactants [OH:1][C:2]1[CH:3]=[C:4]([C:14]2[N:15](C(OC(C)(C)C)=O)[C:16]([C:19]3[S:20][CH:21]=[CH:22][N:23]=3)=[CH:17][CH:18]=2)[CH:5]=[C:6]([O:8][C@@H:9]([CH3:13])[CH2:10][O:11][CH3:12])[CH:7]=1.F[C:32]1[CH:39]=[CH:38][C:35]([CH:36]=[O:37])=[CH:34][C:33]=1[CH3:40].[H-].[Na+].[Cl-].[NH4+], predict the reaction product. The product is: [CH3:12][O:11][CH2:10][C@H:9]([CH3:13])[O:8][C:6]1[CH:7]=[C:2]([CH:3]=[C:4]([C:14]2[NH:15][C:16]([C:19]3[S:20][CH:21]=[CH:22][N:23]=3)=[CH:17][CH:18]=2)[CH:5]=1)[O:1][C:32]1[CH:39]=[CH:38][C:35]([CH:36]=[O:37])=[CH:34][C:33]=1[CH3:40]. (3) Given the reactants [F:1][C:2]1[CH:7]=[C:6]([C:8]([F:11])([F:10])[F:9])[CH:5]=[CH:4][C:3]=1[C:12]1[C:13]2[CH:20]([CH2:21][C:22]([N:24]3[CH2:28][CH2:27][CH2:26][CH2:25]3)=[O:23])[CH2:19][CH2:18][C:14]=2[CH:15]=[N:16][CH:17]=1.[CH3:29][C@H]1CCCN1, predict the reaction product. The product is: [F:1][C:2]1[CH:7]=[C:6]([C:8]([F:10])([F:11])[F:9])[CH:5]=[CH:4][C:3]=1[C:12]1[C:13]2[CH:20]([CH2:21][C:22]([N:24]3[CH2:28][CH2:27][CH2:26][C@@H:25]3[CH3:29])=[O:23])[CH2:19][CH2:18][C:14]=2[CH:15]=[N:16][CH:17]=1. (4) Given the reactants [Cl:1][C:2]1[CH:9]=[CH:8][C:5]([C:6]#[N:7])=[C:4]([CH3:10])[CH:3]=1.[CH2:11]([Mg]Br)[CH:12]([CH3:14])[CH3:13], predict the reaction product. The product is: [Cl:1][C:2]1[CH:9]=[CH:8][C:5]([CH:6]([NH2:7])[CH2:11][CH:12]([CH3:14])[CH3:13])=[C:4]([CH3:10])[CH:3]=1. (5) Given the reactants Br[C:2]1[CH:3]=[C:4]([CH:28]=[C:29]([C:31]([F:34])([F:33])[F:32])[CH:30]=1)[CH2:5][O:6][CH2:7][C:8]1([C:21]2[CH:26]=[CH:25][C:24]([F:27])=[CH:23][CH:22]=2)[CH2:13][CH2:12][N:11]([C:14]([O:16][C:17]([CH3:20])([CH3:19])[CH3:18])=[O:15])[CH2:10][CH2:9]1.[C:35]([C:37]1[CH:42]=[CH:41][C:40](B(O)O)=[CH:39][CH:38]=1)#[N:36].[OH-].[K+], predict the reaction product. The product is: [C:35]([C:37]1[CH:42]=[CH:41][C:40]([C:2]2[CH:30]=[C:29]([C:31]([F:33])([F:34])[F:32])[CH:28]=[C:4]([CH2:5][O:6][CH2:7][C:8]3([C:21]4[CH:26]=[CH:25][C:24]([F:27])=[CH:23][CH:22]=4)[CH2:9][CH2:10][N:11]([C:14]([O:16][C:17]([CH3:20])([CH3:19])[CH3:18])=[O:15])[CH2:12][CH2:13]3)[CH:3]=2)=[CH:39][CH:38]=1)#[N:36]. (6) Given the reactants C(O[C:6]([N:8]1[C:17]2[C:12](=[CH:13][CH:14]=[CH:15][CH:16]=2)[C:11](=[CH2:18])[CH2:10][CH2:9]1)=[O:7])(C)(C)C.[Cl:19][C:20]1[CH:35]=[CH:34][C:33]([Cl:36])=[CH:32][C:21]=1[O:22][C:23]1[N:31]=[CH:30][CH:29]=[CH:28][C:24]=1C(O)=O.C(N(C(C)C)C(C)C)C.CN(C(ON1N=NC2C=CC=NC1=2)=[N+](C)C)C.F[P-](F)(F)(F)(F)F, predict the reaction product. The product is: [Cl:19][C:20]1[CH:35]=[CH:34][C:33]([Cl:36])=[CH:32][C:21]=1[O:22][C:23]1[C:24]([C:6]([N:8]2[C:17]3[C:12](=[CH:13][CH:14]=[CH:15][CH:16]=3)[C:11](=[CH2:18])[CH2:10][CH2:9]2)=[O:7])=[CH:28][CH:29]=[CH:30][N:31]=1.